Dataset: Human Reference Interactome with 51,813 positive PPI pairs across 8,248 proteins, plus equal number of experimentally-validated negative pairs. Task: Binary Classification. Given two protein amino acid sequences, predict whether they physically interact or not. (1) Protein 1 (ENSG00000124237) has sequence MAQKPLSTAAAERMNLVGQDEIWKYRLKAESEARQNWPQNWGFLTTPFEELIKCEEDLPTPKPKIELPERFRIRPVTPVEKYIKVFPSPPVPQTTQGFIGWRSAVPGLNKCLELDDAIRSCKGAFARELCWPKQGVH*. Protein 2 (ENSG00000148677) has sequence MMVLKVEELVTGKKNGNGEAGEFLPEDFRDGEYEAAVTLEKQEDLKTLLAHPVTLGEQQWKSEKQREAELKKKKLEQRSKLENLEDLEIIIQLKKRKKYRKTKVPVVKEPEPEIITEPVDVPTFLKAALENKLPVVEKFLSDKNNPDVCDEYKRTALHRACLEGHLAIVEKLMEAGAQIEFRDMLESTAIHWASRGGNLDVLKLLLNKGAKISARDKLLSTALHVAVRTGHYECAEHLIACEADLNAKDREGDTPLHDAVRLNRYKMIRLLIMYGADLNIKNCAGKTPMDLVLHWQNGTK.... Result: 0 (the proteins do not interact). (2) Protein 1 (ENSG00000013288) has sequence MGQLCWLPLLAPLLLLRPPGVQSAGPIRAFVVPHSHMDVGWVYTVQESMRAYAANVYTSVVEELARGQQRRFIAVEQEFFRLWWDGVASDQQKYQVRQLLEEGRLEFVIGGQVMHDEAVTHLDDQILQLTEGHGFLYETFGIRPQFSWHVDPFGASATTPTLFALAGFNAHLGSRIDYDLKAAMQEARGLQFVWRGSPSLSERQEIFTHIMDQYSYCTPSHIPFSNRSGFYWNGVAVFPKPPQDGVYPNMSEPVTPANINLYAEALVANVKQRAAWFRTPHVLWPWGCDKQFFNASVQFA.... Protein 2 (ENSG00000145354) has sequence MVLESVARIVKVQLPAYLKRLPVPESITGFARLTVSEWLRLLPFLGVLALLGYLAVRPFLPKKKQQKDSLINLKIQKENPKVVNEINIEDLCLTKAAYCRCWRSKTFPACDGSHNKHNELTGDNVGPLILKKKEV*MPQGLLSSELSPVSFRGKIPGFCREGAELGTGQSLSSPVLLIALFSEWLRLLPFLGVLALLGYLAVRPFLPKKKQQKDSLINLKIQKENPKVVNEINIEDLCLTKAAYCRCWRSKTFPACDGSHNKHNELTGDNVGPLILKKKEV*MVLESVARIVKVQLPAYL.... Result: 1 (the proteins interact).